From a dataset of Forward reaction prediction with 1.9M reactions from USPTO patents (1976-2016). Predict the product of the given reaction. (1) Given the reactants [Cl:1][C:2]1[CH:3]=[C:4]([C:8]#[C:9][C:10]2[N:11]=[C:12]([CH3:23])[N:13]([C:16]3[CH:21]=[CH:20][NH:19][C:18](=[O:22])[CH:17]=3)[C:14]=2[CH3:15])[CH:5]=[CH:6][CH:7]=1.[CH3:24]I, predict the reaction product. The product is: [Cl:1][C:2]1[CH:3]=[C:4]([C:8]#[C:9][C:10]2[N:11]=[C:12]([CH3:23])[N:13]([C:16]3[CH:21]=[CH:20][N:19]([CH3:24])[C:18](=[O:22])[CH:17]=3)[C:14]=2[CH3:15])[CH:5]=[CH:6][CH:7]=1. (2) Given the reactants [CH3:1][N:2]([CH3:32])[CH2:3][CH2:4][CH2:5][O:6][C:7]1[CH:12]=[CH:11][C:10]([C:13]2[CH:14]=[C:15]3[C:25]4[C:20](=[CH:21][N:22]=[C:23]([C:26]5[CH:27]=[N:28][CH:29]=[CH:30][CH:31]=5)[CH:24]=4)[NH:19][C:16]3=[N:17][CH:18]=2)=[CH:9][CH:8]=1.CC1(C)C(C)(C)OB(C2C=C[C:44]([O:45][CH2:46]CCN3CCOCC3)=CC=2)O1.BrC1C=C2C3C(=CN=C(C4C=NC=CC=4)C=3)NC2=NC=1, predict the reaction product. The product is: [N:2]1([CH2:3][CH2:4][CH2:5][O:6][C:7]2[CH:8]=[CH:9][C:10]([C:13]3[CH:14]=[C:15]4[C:25]5[C:20](=[CH:21][N:22]=[C:23]([C:26]6[CH:27]=[N:28][CH:29]=[CH:30][CH:31]=6)[CH:24]=5)[NH:19][C:16]4=[N:17][CH:18]=3)=[CH:11][CH:12]=2)[CH2:1][CH2:46][O:45][CH2:44][CH2:32]1. (3) Given the reactants Cl[C:2]1[CH:7]=[C:6]([O:8][CH3:9])[N:5]=[CH:4][N:3]=1.[N:10]12CCN(CC1)C[CH2:11]2.O, predict the reaction product. The product is: [CH3:9][O:8][C:6]1[N:5]=[CH:4][N:3]=[C:2]([C:11]#[N:10])[CH:7]=1. (4) Given the reactants [OH:1][CH2:2][CH:3]1[CH2:12][C:11]2[C:6](=[CH:7][C:8]([NH:13][C:14](=[O:27])/[CH:15]=[CH:16]/[C:17]3[CH:22]=[CH:21][C:20]([C:23]([F:26])([F:25])[F:24])=[CH:19][CH:18]=3)=[CH:9][CH:10]=2)[NH:5][CH2:4]1.IC.[C:30]([O-])(O)=O.[Na+].O, predict the reaction product. The product is: [OH:1][CH2:2][CH:3]1[CH2:12][C:11]2[C:6](=[CH:7][C:8]([NH:13][C:14](=[O:27])/[CH:15]=[CH:16]/[C:17]3[CH:18]=[CH:19][C:20]([C:23]([F:24])([F:25])[F:26])=[CH:21][CH:22]=3)=[CH:9][CH:10]=2)[N:5]([CH3:30])[CH2:4]1.